From a dataset of Full USPTO retrosynthesis dataset with 1.9M reactions from patents (1976-2016). Predict the reactants needed to synthesize the given product. (1) The reactants are: C(O)(=O)CC(CC(O)=O)(C(O)=O)O.[Si:14]([O:21][CH2:22][C@@H:23]([N:25]1[C:29]2[N:30]=[CH:31][N:32]=[CH:33][C:28]=2[C:27]([C:34]([C:36]2[CH:37]=[N:38][CH:39]=[C:40]([N:42]=C(C3C=CC=CC=3)C3C=CC=CC=3)[CH:41]=2)=[O:35])=[CH:26]1)[CH3:24])([C:17]([CH3:20])([CH3:19])[CH3:18])([CH3:16])[CH3:15].O.[OH-].[Na+]. Given the product [NH2:42][C:40]1[CH:41]=[C:36]([C:34]([C:27]2[C:28]3[CH:33]=[N:32][CH:31]=[N:30][C:29]=3[N:25]([C@@H:23]([CH3:24])[CH2:22][O:21][Si:14]([C:17]([CH3:20])([CH3:19])[CH3:18])([CH3:15])[CH3:16])[CH:26]=2)=[O:35])[CH:37]=[N:38][CH:39]=1, predict the reactants needed to synthesize it. (2) Given the product [C:28]([CH:22]1[C:21](=[O:20])[C:3]2[C:2](=[C:11]3[C:6](=[CH:5][CH:4]=2)[C:7]([Cl:17])=[C:8]([C:12]([O:14][CH2:15][CH3:16])=[O:13])[CH:9]=[N:10]3)[N:1]=[CH:23]1)(=[O:29])[CH3:30], predict the reactants needed to synthesize it. The reactants are: [NH2:1][C:2]1[CH:3]=[CH:4][CH:5]=[C:6]2[C:11]=1[N:10]=[CH:9][C:8]([C:12]([O:14][CH2:15][CH3:16])=[O:13])=[C:7]2[Cl:17].C([O:20][CH:21]=[C:22]([C:28]([CH3:30])=[O:29])[C:23](OCC)=O)C.C1(OC2C=CC=CC=2)C=CC=CC=1. (3) Given the product [C:1]([N:5]1[CH2:10][CH2:9][C@@H:8]([C:11]([N:43]2[CH2:48][CH2:47][N:46]([CH:25]([CH:33]3[CH2:32][CH2:31][CH2:30][CH2:29][CH2:34]3)[CH2:24][N:23]([CH2:39][CH3:40])[CH2:28][CH3:27])[CH2:45][CH2:44]2)=[O:12])[C@H:7]([C:14]2[CH:19]=[CH:18][C:17]([F:20])=[CH:16][C:15]=2[F:21])[CH2:6]1)([CH3:2])([CH3:4])[CH3:3], predict the reactants needed to synthesize it. The reactants are: [C:1]([N:5]1[CH2:10][CH2:9][C@@H:8]([C:11](O)=[O:12])[C@@H:7]([C:14]2[CH:19]=[CH:18][C:17]([F:20])=[CH:16][C:15]=2[F:21])[CH2:6]1)([CH3:4])([CH3:3])[CH3:2].C[N:23]1[CH2:28][CH2:27]O[CH2:25][CH2:24]1.[CH:29]1[CH:30]=[CH:31][C:32]2N(O)N=N[C:33]=2[CH:34]=1.[CH2:39](Cl)[CH2:40]Cl.[NH:43]1[CH2:48][CH2:47][NH:46][CH2:45][CH2:44]1.Cl.